This data is from Forward reaction prediction with 1.9M reactions from USPTO patents (1976-2016). The task is: Predict the product of the given reaction. (1) Given the reactants N1C2N=CC=C(N)C=2C=C1.[NH2:11][C:12]1[N:17]=[C:16]([C:18]2[C:26]3[C:25]([NH:27][CH2:28][CH3:29])=[CH:24][CH:23]=[N:22][C:21]=3[N:20](COCC[Si](C)(C)C)[CH:19]=2)[CH:15]=[CH:14][N:13]=1, predict the reaction product. The product is: [NH2:11][C:12]1[N:17]=[C:16]([C:18]2[C:26]3[C:25]([NH:27][CH2:28][CH3:29])=[CH:24][CH:23]=[N:22][C:21]=3[NH:20][CH:19]=2)[CH:15]=[CH:14][N:13]=1. (2) Given the reactants [CH:1]([C:3]1[N:11]2[C:6]([CH:7]=[CH:8][CH:9]=[CH:10]2)=[CH:5][C:4]=1[C:12]([O:14][CH2:15][CH3:16])=[O:13])=O.[CH2:17]1[C:22]2([CH2:27][CH2:26][NH:25][CH2:24][CH2:23]2)[CH2:21][CH2:20][N:19]([C:28]([O:30][C:31]([CH3:34])([CH3:33])[CH3:32])=[O:29])[CH2:18]1, predict the reaction product. The product is: [CH2:15]([O:14][C:12]([C:4]1[CH:5]=[C:6]2[N:11]([C:3]=1[CH2:1][N:25]1[CH2:26][CH2:27][C:22]3([CH2:21][CH2:20][N:19]([C:28]([O:30][C:31]([CH3:32])([CH3:33])[CH3:34])=[O:29])[CH2:18][CH2:17]3)[CH2:23][CH2:24]1)[CH:10]=[CH:9][CH:8]=[CH:7]2)=[O:13])[CH3:16]. (3) Given the reactants [CH:1]1([C:4]2[CH:28]=[CH:27][CH:26]=[C:25]([N:29]3[C:33](=[O:34])[N:32]([CH3:35])[N:31]=[N:30]3)[C:5]=2[CH2:6][O:7][C:8]2[CH:13]=[CH:12][C:11]([C:14]3[C:15]([CH3:23])=[C:16]([C:20](O)=[O:21])[N:17]([CH3:19])[N:18]=3)=[CH:10][C:9]=2[CH3:24])[CH2:3][CH2:2]1.O1CCCC1.C(Cl)(=O)C([Cl:44])=O, predict the reaction product. The product is: [CH:1]1([C:4]2[CH:28]=[CH:27][CH:26]=[C:25]([N:29]3[C:33](=[O:34])[N:32]([CH3:35])[N:31]=[N:30]3)[C:5]=2[CH2:6][O:7][C:8]2[CH:13]=[CH:12][C:11]([C:14]3[C:15]([CH3:23])=[C:16]([C:20]([Cl:44])=[O:21])[N:17]([CH3:19])[N:18]=3)=[CH:10][C:9]=2[CH3:24])[CH2:3][CH2:2]1.